Dataset: Catalyst prediction with 721,799 reactions and 888 catalyst types from USPTO. Task: Predict which catalyst facilitates the given reaction. (1) Reactant: Br[C:2]1[S:3][C:4]([CH:7]=[O:8])=[CH:5][N:6]=1.C(N(CC)CC)C.[C:16]1([C:22]#[CH:23])[CH:21]=[CH:20][CH:19]=[CH:18][CH:17]=1. Product: [C:16]1([C:22]#[C:23][C:2]2[S:3][C:4]([CH:7]=[O:8])=[CH:5][N:6]=2)[CH:21]=[CH:20][CH:19]=[CH:18][CH:17]=1. The catalyst class is: 700. (2) Reactant: C(OC([N:8]1[CH2:13][CH2:12][N:11]([C:14]2[CH:19]=[CH:18][C:17]([CH3:20])=[CH:16][C:15]=2[CH:21]2[CH2:23][CH2:22]2)[CH2:10][CH2:9]1)=O)(C)(C)C.[ClH:24].C(OCC)(=O)C. Product: [ClH:24].[CH:21]1([C:15]2[CH:16]=[C:17]([CH3:20])[CH:18]=[CH:19][C:14]=2[N:11]2[CH2:12][CH2:13][NH:8][CH2:9][CH2:10]2)[CH2:22][CH2:23]1. The catalyst class is: 22. (3) Reactant: S(=O)(=O)(O)[OH:2].[Cl:6][C:7]1[C:8]([CH3:19])=[C:9]([N:13]=[C:14](Cl)[CH:15]=NO)[CH:10]=[CH:11][CH:12]=1.[OH2:20]. Product: [Cl:6][C:7]1[C:8]([CH3:19])=[C:9]2[C:10]([C:15](=[O:2])[C:14](=[O:20])[NH:13]2)=[CH:11][CH:12]=1. The catalyst class is: 74.